This data is from Full USPTO retrosynthesis dataset with 1.9M reactions from patents (1976-2016). The task is: Predict the reactants needed to synthesize the given product. (1) The reactants are: [OH:1][CH2:2][C:3]([C:7]1[O:11][N:10]=[C:9]([NH:12][C:13](=[O:21])OC2C=CC=CC=2)[CH:8]=1)([CH3:6])[CH2:4][OH:5].[N:22]1([CH2:28][CH2:29][O:30][C:31]2[CH:49]=[CH:48][C:34]3[N:35]4[CH:40]=[C:39]([C:41]5[CH:46]=[CH:45][C:44]([NH2:47])=[CH:43][CH:42]=5)[N:38]=[C:36]4[S:37][C:33]=3[CH:32]=2)[CH2:27][CH2:26][O:25][CH2:24][CH2:23]1. Given the product [OH:5][CH2:4][C:3]([C:7]1[O:11][N:10]=[C:9]([NH:12][C:13]([NH:47][C:44]2[CH:43]=[CH:42][C:41]([C:39]3[N:38]=[C:36]4[N:35]([CH:40]=3)[C:34]3[CH:48]=[CH:49][C:31]([O:30][CH2:29][CH2:28][N:22]5[CH2:23][CH2:24][O:25][CH2:26][CH2:27]5)=[CH:32][C:33]=3[S:37]4)=[CH:46][CH:45]=2)=[O:21])[CH:8]=1)([CH2:2][OH:1])[CH3:6], predict the reactants needed to synthesize it. (2) Given the product [C:1]([O:5][C:6]([N:8]1[CH2:9][CH2:10][N:11]([C:14]2[CH:22]=[CH:21][CH:20]=[C:19]3[C:15]=2[C:16]([Br:23])=[CH:17][N:18]3[S:36]([C:30]2[CH:35]=[CH:34][CH:33]=[CH:32][CH:31]=2)(=[O:38])=[O:37])[CH2:12][CH2:13]1)=[O:7])([CH3:4])([CH3:2])[CH3:3], predict the reactants needed to synthesize it. The reactants are: [C:1]([O:5][C:6]([N:8]1[CH2:13][CH2:12][N:11]([C:14]2[CH:22]=[CH:21][CH:20]=[C:19]3[C:15]=2[C:16]([Br:23])=[CH:17][NH:18]3)[CH2:10][CH2:9]1)=[O:7])([CH3:4])([CH3:3])[CH3:2].CC(C)([O-])C.[Na+].[C:30]1([S:36](Cl)(=[O:38])=[O:37])[CH:35]=[CH:34][CH:33]=[CH:32][CH:31]=1. (3) Given the product [CH3:20][N:18]1[CH:19]=[C:15]([N:14]2[C:5]3[C:4]4[CH:3]=[C:2]([C:36]5[CH:35]=[CH:34][CH:33]=[C:32]([S:29]([N:24]6[CH2:28][CH2:27][CH2:26][CH2:25]6)(=[O:30])=[O:31])[CH:37]=5)[CH:11]=[CH:10][C:9]=4[N:8]=[CH:7][C:6]=3[N:12]([CH3:23])[C:13]2=[O:22])[C:16]([CH3:21])=[N:17]1, predict the reactants needed to synthesize it. The reactants are: Br[C:2]1[CH:11]=[CH:10][C:9]2[N:8]=[CH:7][C:6]3[N:12]([CH3:23])[C:13](=[O:22])[N:14]([C:15]4[C:16]([CH3:21])=[N:17][N:18]([CH3:20])[CH:19]=4)[C:5]=3[C:4]=2[CH:3]=1.[N:24]1([S:29]([C:32]2[CH:33]=[C:34](B(O)O)[CH:35]=[CH:36][CH:37]=2)(=[O:31])=[O:30])[CH2:28][CH2:27][CH2:26][CH2:25]1.